Task: Predict the reactants needed to synthesize the given product.. Dataset: Full USPTO retrosynthesis dataset with 1.9M reactions from patents (1976-2016) (1) Given the product [I:1][C:2]1[CH:6]=[CH:5][N:4]([C:12]2[CH:11]=[N:10][C:9]([O:8][CH3:7])=[N:14][CH:13]=2)[N:3]=1, predict the reactants needed to synthesize it. The reactants are: [I:1][C:2]1[CH:6]=[CH:5][NH:4][N:3]=1.[CH3:7][O:8][C:9]1[N:14]=[C:13](B(O)O)[CH:12]=[CH:11][N:10]=1.C(=O)([O-])[O-].[Cs+].[Cs+]. (2) Given the product [F:19][C:7]1[CH:8]=[C:9]2[C:10]3=[C:5]([CH2:4][CH2:3][CH:2]([CH3:1])[N:11]3[CH:12]=[C:13]([C:16]([O:18][CH2:21][CH3:22])=[O:17])[C:14]2=[O:15])[CH:6]=1, predict the reactants needed to synthesize it. The reactants are: [CH3:1][CH:2]1[N:11]2[CH:12]=[C:13]([C:16]([OH:18])=[O:17])[C:14](=[O:15])[C:9]3[C:10]2=[C:5]([CH:6]=[C:7]([F:19])[CH:8]=3)[CH2:4][CH2:3]1.I[CH2:21][CH3:22].C(=O)([O-])[O-].[K+].[K+]. (3) Given the product [NH2:1][C:2]1[CH:7]=[CH:6][CH:5]=[CH:4][C:3]=1[NH:8][C:9](=[O:28])[C:10]1[CH:15]=[CH:14][C:13]([CH2:16][N:17]2[CH2:25][C:24]3[C:19](=[CH:20][CH:21]=[CH:22][C:23]=3[C:34]3[CH:33]=[CH:32][CH:31]=[C:30]([NH2:29])[CH:35]=3)[C:18]2=[O:27])=[CH:12][CH:11]=1, predict the reactants needed to synthesize it. The reactants are: [NH2:1][C:2]1[CH:7]=[CH:6][CH:5]=[CH:4][C:3]=1[NH:8][C:9](=[O:28])[C:10]1[CH:15]=[CH:14][C:13]([CH2:16][N:17]2[CH2:25][C:24]3[C:19](=[CH:20][CH:21]=[CH:22][C:23]=3Br)[C:18]2=[O:27])=[CH:12][CH:11]=1.[NH2:29][C:30]1[CH:31]=[C:32](B(O)O)[CH:33]=[CH:34][CH:35]=1.